Task: Predict the reactants needed to synthesize the given product.. Dataset: Full USPTO retrosynthesis dataset with 1.9M reactions from patents (1976-2016) Given the product [CH3:61][CH:59]([OH:60])[CH2:57][O:58][C:52]([C:53]([CH3:55])=[CH2:2])=[O:51], predict the reactants needed to synthesize it. The reactants are: N(N=[N+]=[N-])[C@H:2](C(N[C@H](C(N=[N+]=[N-])=O)CCCNC(N)=O)=O)C(C)C.N(N=[N+]=[N-])[C@H](C(N[C@H](C(N=[N+]=[N-])=O)CCCCN)=O)CC1C=CC=CC=1.[O:51]=[C:52]1[O:58][C@H:57]([C@H:59]([CH2:61]O)[OH:60])[C:55](O)=[C:53]1O.